From a dataset of Peptide-MHC class I binding affinity with 185,985 pairs from IEDB/IMGT. Regression. Given a peptide amino acid sequence and an MHC pseudo amino acid sequence, predict their binding affinity value. This is MHC class I binding data. (1) The peptide sequence is QNGALAINTF. The MHC is HLA-B15:01 with pseudo-sequence HLA-B15:01. The binding affinity (normalized) is 0.0847. (2) The peptide sequence is AVFDSFVER. The MHC is HLA-A01:01 with pseudo-sequence HLA-A01:01. The binding affinity (normalized) is 0.0847. (3) The MHC is HLA-A02:16 with pseudo-sequence HLA-A02:16. The peptide sequence is AVEDFLAFF. The binding affinity (normalized) is 0.0847. (4) The peptide sequence is PVTPVIPRV. The MHC is HLA-B27:03 with pseudo-sequence HLA-B27:03. The binding affinity (normalized) is 0.0847. (5) The peptide sequence is KYSDLVPKN. The MHC is HLA-A24:02 with pseudo-sequence HLA-A24:02. The binding affinity (normalized) is 0.184.